From a dataset of Reaction yield outcomes from USPTO patents with 853,638 reactions. Predict the reaction yield, written as a fraction of the theoretical maximum amount of product (1.0 means a 100% yield; for example, 0.34 means a 34% yield). (1) The reactants are [NH:1]1[C:5]2[CH:6]=[CH:7][C:8]([C:10](=[O:12])[CH3:11])=[CH:9][C:4]=2[N:3]=[N:2]1.[BrH:13].BrBr. The catalyst is C(O)(=O)C. The product is [NH:1]1[C:5]2[CH:6]=[CH:7][C:8]([C:10](=[O:12])[CH2:11][Br:13])=[CH:9][C:4]=2[N:3]=[N:2]1. The yield is 0.330. (2) The reactants are [F:1][C:2]([F:15])([F:14])[C:3]1[CH:13]=[CH:12][C:6]([CH:7]=[CH:8][C:9](O)=[O:10])=[CH:5][CH:4]=1.C1(C)C=CC=CC=1.S(Cl)(Cl)=O.[NH3:27]. The catalyst is CN(C)C=O. The product is [F:1][C:2]([F:15])([F:14])[C:3]1[CH:13]=[CH:12][C:6]([CH:7]=[CH:8][C:9]([NH2:27])=[O:10])=[CH:5][CH:4]=1. The yield is 0.940. (3) The reactants are [Cl:1][C:2]1[CH:7]=[CH:6][C:5]([C:8]2[O:9][C:10]([CH3:23])=[C:11]([CH2:13][N:14]3[CH2:19][CH2:18][CH:17]([C:20](O)=[O:21])[CH2:16][CH2:15]3)[N:12]=2)=[CH:4][CH:3]=1.[N:24]1([CH2:31][CH2:32][CH2:33][NH2:34])[CH2:30][CH2:29][CH2:28][CH2:27][CH2:26][CH2:25]1.CCN(C(C)C)C(C)C.C(Cl)CCl. The catalyst is CN(C=O)C. The product is [N:24]1([CH2:31][CH2:32][CH2:33][NH:34][C:20]([CH:17]2[CH2:16][CH2:15][N:14]([CH2:13][C:11]3[N:12]=[C:8]([C:5]4[CH:4]=[CH:3][C:2]([Cl:1])=[CH:7][CH:6]=4)[O:9][C:10]=3[CH3:23])[CH2:19][CH2:18]2)=[O:21])[CH2:30][CH2:29][CH2:28][CH2:27][CH2:26][CH2:25]1. The yield is 0.850. (4) The reactants are [Br:1][C:2]1[CH:3]=[C:4]([CH:8]=[C:9]([NH:11][S:12]([CH3:15])(=[O:14])=[O:13])[CH:10]=1)[C:5](O)=[O:6].[CH3:16][N:17](C(ON1N=NC2C=CC=NC1=2)=[N+](C)C)[CH3:18].F[P-](F)(F)(F)(F)F.CCN(C(C)C)C(C)C.CNC. The catalyst is CN(C=O)C.ClCCl. The product is [Br:1][C:2]1[CH:3]=[C:4]([CH:8]=[C:9]([NH:11][S:12]([CH3:15])(=[O:14])=[O:13])[CH:10]=1)[C:5]([N:17]([CH3:18])[CH3:16])=[O:6]. The yield is 0.830. (5) The reactants are Cl[CH2:2][C:3]1[N:12]([C:13]2[CH:18]=[CH:17][CH:16]=[CH:15][C:14]=2[Cl:19])[C:11](=[O:20])[C:10]2[C:5](=[CH:6][C:7]([O:23][CH3:24])=[C:8]([O:21][CH3:22])[CH:9]=2)[N:4]=1.[N:25]1[C:33]([NH2:34])=[C:32]2[C:28]([N:29]=[CH:30][NH:31]2)=[N:27][CH:26]=1.C([O-])([O-])=O.[K+].[K+]. The catalyst is CN(C=O)C. The product is [NH2:34][C:33]1[N:25]=[CH:26][N:27]=[C:28]2[C:32]=1[N:31]=[CH:30][N:29]2[CH2:2][C:3]1[N:12]([C:13]2[CH:18]=[CH:17][CH:16]=[CH:15][C:14]=2[Cl:19])[C:11](=[O:20])[C:10]2[C:5](=[CH:6][C:7]([O:23][CH3:24])=[C:8]([O:21][CH3:22])[CH:9]=2)[N:4]=1. The yield is 0.650. (6) The reactants are [CH3:1][O:2][C:3]1[CH:4]=[C:5]2[C:10](=[CH:11][C:12]=1[O:13][CH3:14])[NH:9][C:8](=[O:15])[CH:7]=[C:6]2[C:16]([F:19])([F:18])[F:17].[N+:20]([O-])([OH:22])=[O:21].S(=O)(=O)(O)O.ClCCl.CC(C)=O. The product is [CH3:1][O:2][C:3]1[CH:4]=[C:5]2[C:10](=[CH:11][C:12]=1[O:13][CH3:14])[NH:9][C:8](=[O:15])[C:7]([N+:20]([O-:22])=[O:21])=[C:6]2[C:16]([F:19])([F:18])[F:17]. The catalyst is CS(C)=O. The yield is 0.700.